This data is from Full USPTO retrosynthesis dataset with 1.9M reactions from patents (1976-2016). The task is: Predict the reactants needed to synthesize the given product. (1) Given the product [Cl:8][C:5]1[C:4]([NH:9][S:14]([CH3:17])(=[O:16])=[O:15])=[CH:3][C:2]([N:73]=[C:72]([C:66]2[CH:71]=[CH:70][CH:69]=[CH:68][CH:67]=2)[C:74]2[CH:79]=[CH:78][CH:77]=[CH:76][CH:75]=2)=[CH:7][N:6]=1, predict the reactants needed to synthesize it. The reactants are: Br[C:2]1[CH:3]=[C:4]([N:9]([S:14]([CH3:17])(=[O:16])=[O:15])S(C)(=O)=O)[C:5]([Cl:8])=[N:6][CH:7]=1.CC1(C)C2C(=C(P(C3C=CC=CC=3)C3C=CC=CC=3)C=CC=2)OC2C(P(C3C=CC=CC=3)C3C=CC=CC=3)=CC=CC1=2.CC([O-])(C)C.[Na+].[C:66]1([C:72]([C:74]2[CH:79]=[CH:78][CH:77]=[CH:76][CH:75]=2)=[NH:73])[CH:71]=[CH:70][CH:69]=[CH:68][CH:67]=1. (2) Given the product [ClH:47].[O:1]1[CH2:6][CH2:5][N:4]([C:7]2[CH:12]=[CH:11][C:10]([CH:13]([N:15]3[CH2:20][CH2:19][C:18]([CH2:22][C:23](=[O:30])[C:24]4[CH:29]=[CH:28][CH:27]=[CH:26][CH:25]=4)([F:44])[CH2:17][CH2:16]3)[CH3:14])=[CH:9][CH:8]=2)[CH2:3][CH2:2]1, predict the reactants needed to synthesize it. The reactants are: [O:1]1[CH2:6][CH2:5][N:4]([C:7]2[CH:12]=[CH:11][C:10]([CH:13]([N:15]3[CH2:20][CH2:19][C:18]([CH2:22][C:23](=[O:30])[C:24]4[CH:29]=[CH:28][CH:27]=[CH:26][CH:25]=4)(O)[CH2:17][CH2:16]3)[CH3:14])=[CH:9][CH:8]=2)[CH2:3][CH2:2]1.C(=O)=O.CC(C)=O.CCN(S(F)(F)[F:44])CC.[Cl:47]CCl. (3) Given the product [CH2:10]([OH:11])[C@H:8]([C@H:6]([C@@H:4]([C@@H:2]([CH2:1][OH:12])[OH:3])[OH:5])[OH:7])[OH:9].[NH2:13][C@H:14]([C:19]([OH:21])=[O:20])[C@H:15]([CH2:17][CH3:18])[CH3:16], predict the reactants needed to synthesize it. The reactants are: [CH2:1]([OH:12])[C@H:2]([C@H:4]([C@@H:6]([C@@H:8]([CH2:10][OH:11])[OH:9])[OH:7])[OH:5])[OH:3].[NH2:13][C@H:14]([C:19]([OH:21])=[O:20])[C@H:15]([CH2:17][CH3:18])[CH3:16]. (4) The reactants are: C(O[C:6]([N:8]1[C:17]2[C:12](=[CH:13][C:14]([Br:18])=[CH:15][N:16]=2)[C:11](=[O:19])[CH2:10][CH2:9]1)=[O:7])(C)(C)C.[C:20]([N:28]=C=O)(=[O:27])[C:21]1[CH:26]=[CH:25][CH:24]=[CH:23][CH:22]=1. Given the product [Br:18][C:14]1[CH:13]=[C:12]2[C:17](=[N:16][CH:15]=1)[N:8]([C:6]([NH:28][C:20](=[O:27])[C:21]1[CH:26]=[CH:25][CH:24]=[CH:23][CH:22]=1)=[O:7])[CH2:9][CH2:10][C:11]2=[O:19], predict the reactants needed to synthesize it. (5) Given the product [Br:14][C:15]1[CH:22]=[CH:21][C:18]([C:19](=[NH:20])[O:10][CH3:9])=[C:17]([F:23])[CH:16]=1, predict the reactants needed to synthesize it. The reactants are: BrC1C=CC2C(=N)NC[CH2:9][O:10]C=2C=1.[Br:14][C:15]1[CH:22]=[CH:21][C:18]([C:19]#[N:20])=[C:17]([F:23])[CH:16]=1.C[O-].[Na+]. (6) Given the product [Cl:1][C:2]1[C:11]([CH:28]=[CH2:29])=[C:10]2[C:5]([CH:6]=[CH:7][C:8]([O:20][CH3:21])=[N:9]2)=[N:4][CH:3]=1, predict the reactants needed to synthesize it. The reactants are: [Cl:1][C:2]1[CH:3]=[N:4][C:5]2[C:10]([C:11]=1OS(C(F)(F)F)(=O)=O)=[N:9][C:8]([O:20][CH3:21])=[CH:7][CH:6]=2.C(=O)([O-])[O-].[K+].[K+].[CH:28](B)=[CH2:29]. (7) Given the product [CH:1]1([N:4]2[C:12]3[C:7](=[CH:8][C:9]([CH2:13][OH:14])=[CH:10][CH:11]=3)[CH:6]=[N:5]2)[CH2:3][CH2:2]1, predict the reactants needed to synthesize it. The reactants are: [CH:1]1([N:4]2[C:12]3[C:7](=[CH:8][C:9]([C:13](OC)=[O:14])=[CH:10][CH:11]=3)[CH:6]=[N:5]2)[CH2:3][CH2:2]1.[H-].[H-].[H-].[H-].[Li+].[Al+3]. (8) The reactants are: C[O:2][C:3](=O)[CH2:4][C:5]1[C:6]([Cl:12])=[N:7][CH:8]=[N:9][C:10]=1[Cl:11].CC(C[AlH]CC(C)C)C. Given the product [Cl:11][C:10]1[C:5]([CH2:4][CH2:3][OH:2])=[C:6]([Cl:12])[N:7]=[CH:8][N:9]=1, predict the reactants needed to synthesize it.